This data is from Forward reaction prediction with 1.9M reactions from USPTO patents (1976-2016). The task is: Predict the product of the given reaction. (1) Given the reactants FC(F)(F)C(O)=O.[NH2:8][C@H:9]([C:19]1[C:24]([C:25]2[CH:26]=[CH:27][C:28]([F:34])=[C:29]([CH:33]=2)[C:30]([NH2:32])=[O:31])=[CH:23][CH:22]=[CH:21][N:20]=1)[CH2:10][C:11]1[CH:16]=[C:15]([F:17])[CH:14]=[C:13]([F:18])[CH:12]=1.[F:35][C:36]([F:51])([F:50])[C:37]1[C:38]2[CH:48]3[CH2:49][CH:47]3[CH2:46][C:39]=2[N:40]([CH2:42][C:43](O)=[O:44])[N:41]=1, predict the reaction product. The product is: [F:17][C:15]1[CH:16]=[C:11]([CH2:10][C@@H:9]([C:19]2[C:24]([C:25]3[CH:26]=[CH:27][C:28]([F:34])=[C:29]([CH:33]=3)[C:30]([NH2:32])=[O:31])=[CH:23][CH:22]=[CH:21][N:20]=2)[NH:8][C:43](=[O:44])[CH2:42][N:40]2[C:39]3[CH2:46][CH:47]4[CH2:49][CH:48]4[C:38]=3[C:37]([C:36]([F:50])([F:35])[F:51])=[N:41]2)[CH:12]=[C:13]([F:18])[CH:14]=1. (2) Given the reactants ClC1C=C(C=CC=1Cl)[O:5][CH:6]1[CH2:11][CH2:10][N:9]([S:12]([C:15]2[C:16]([CH3:22])=[N:17][N:18](C)[C:19]=2[CH3:20])(=[O:14])=[O:13])[CH2:8][CH2:7]1.ClC1C=C(C=CC=1Cl)NCC1CCN(S(C2C(C)=NN(C)C=2C)(=O)=O)CC1.FC(F)(F)C(O)=O.[Cl:61][C:62]1[CH:63]=[C:64]([CH:73]=[CH:74][C:75]=1[Cl:76])[CH2:65]C1(O)CCNCC1, predict the reaction product. The product is: [Cl:61][C:62]1[CH:63]=[C:64]([CH:73]=[CH:74][C:75]=1[Cl:76])[CH2:65][C:6]1([OH:5])[CH2:7][CH2:8][N:9]([S:12]([C:15]2[C:19]([CH3:20])=[N:18][NH:17][C:16]=2[CH3:22])(=[O:13])=[O:14])[CH2:10][CH2:11]1. (3) Given the reactants [Br:1][C:2]1[CH:3]=[C:4]2[C:9](=[CH:10][CH:11]=1)[C:8](Cl)=[N:7][N:6]=[CH:5]2.[NH:13]1[CH2:18][CH2:17][O:16][CH2:15][CH2:14]1.C(=O)([O-])[O-].[K+].[K+], predict the reaction product. The product is: [Br:1][C:2]1[CH:3]=[C:4]2[C:9](=[CH:10][CH:11]=1)[C:8]([N:13]1[CH2:18][CH2:17][O:16][CH2:15][CH2:14]1)=[N:7][N:6]=[CH:5]2. (4) Given the reactants [Cl:1][C:2]1[C:3](F)=[CH:4][C:5]([F:28])=[C:6]([S:8]([N:11]([CH2:17][C:18]2[CH:23]=[CH:22][C:21]([O:24][CH3:25])=[CH:20][C:19]=2[O:26][CH3:27])[C:12]2[S:13][CH:14]=[N:15][N:16]=2)(=[O:10])=[O:9])[CH:7]=1.[Cl:30][C:31]1[C:36]([C:37]2[CH:42]=[CH:41][CH:40]=[C:39]([F:43])[CH:38]=2)=[CH:35][C:34]([OH:44])=[C:33]([C:45]2[CH:50]=[CH:49][N:48]=[N:47][CH:46]=2)[CH:32]=1.C(=O)([O-])[O-].[K+].[K+], predict the reaction product. The product is: [Cl:1][C:2]1[C:3]([O:44][C:34]2[CH:35]=[C:36]([C:37]3[CH:42]=[CH:41][CH:40]=[C:39]([F:43])[CH:38]=3)[C:31]([Cl:30])=[CH:32][C:33]=2[C:45]2[CH:50]=[CH:49][N:48]=[N:47][CH:46]=2)=[CH:4][C:5]([F:28])=[C:6]([S:8]([N:11]([CH2:17][C:18]2[CH:23]=[CH:22][C:21]([O:24][CH3:25])=[CH:20][C:19]=2[O:26][CH3:27])[C:12]2[S:13][CH:14]=[N:15][N:16]=2)(=[O:10])=[O:9])[CH:7]=1. (5) Given the reactants CC(O)=O.COC1CCC(OC)O1.FC(F)(F)C(O)=O.[F:21][C:22]([F:60])([F:59])[O:23][C:24]1[CH:25]=[C:26]([CH:30]2[N:34](C3C=CC(OC(F)(F)F)=CC=3)[C:33](=[O:46])[C:32](NC3C=CC(OC(F)(F)F)=CC=3)=[CH:31]2)[CH:27]=[CH:28][CH:29]=1.FC(F)(F)OC1C=CC(N2C(C3C=CC=C(OC(F)(F)F)C=3)CC(=O)C2=O)=CC=1.C[C@@H](N)C1C=CC=CC=1, predict the reaction product. The product is: [F:60][C:22]([F:21])([F:59])[O:23][C:24]1[CH:25]=[C:26]([C@H:30]2[NH:34][C:33](=[O:46])[CH:32]=[CH:31]2)[CH:27]=[CH:28][CH:29]=1. (6) Given the reactants [CH:1]1([OH:15])[CH2:14][CH2:13][CH2:12][CH2:11][CH2:10][CH2:9][CH2:8][CH2:7][CH2:6][CH2:5][CH2:4][CH:3]=[CH:2]1, predict the reaction product. The product is: [CH:1]1([OH:15])[CH2:14][CH2:13][CH2:12][CH2:11][CH2:10][CH2:9][CH2:8][CH2:7][CH2:6][CH2:5][CH2:4][CH2:3][CH2:2]1. (7) Given the reactants [F:1][C:2]1[CH:7]=[C:6]([F:8])[CH:5]=[CH:4][C:3]=1[C@@:9]([OH:21])([CH2:15][N:16]1[CH:20]=[N:19][CH:18]=[N:17]1)[C@@H:10]([CH3:14])[C:11]([NH2:13])=[S:12].Br[CH2:23][C:24]([C:26]1[CH:31]=[CH:30][C:29]([C:32]2[N:33]=[N:34][S:35][CH:36]=2)=[CH:28][CH:27]=1)=O, predict the reaction product. The product is: [F:1][C:2]1[CH:7]=[C:6]([F:8])[CH:5]=[CH:4][C:3]=1[C@:9]([OH:21])([C@H:10]([C:11]1[S:12][CH:23]=[C:24]([C:26]2[CH:27]=[CH:28][C:29]([C:32]3[N:33]=[N:34][S:35][CH:36]=3)=[CH:30][CH:31]=2)[N:13]=1)[CH3:14])[CH2:15][N:16]1[CH:20]=[N:19][CH:18]=[N:17]1. (8) Given the reactants [NH2:1][CH2:2][CH2:3][CH2:4][C@H:5]([NH:9][C:10]([C:12]1[C:13](=[O:29])[N:14]([CH2:18][C:19]2[CH:24]=[CH:23][CH:22]=[CH:21][C:20]=2[C:25]([F:28])([F:27])[F:26])[CH:15]=[CH:16][CH:17]=1)=[O:11])[C:6]([OH:8])=[O:7].[C:30]([OH:36])([C:32]([F:35])([F:34])[F:33])=[O:31].C(O)C.Cl.[C:41](=[NH:46])(OCC)[CH3:42], predict the reaction product. The product is: [C:41]([NH:1][CH2:2][CH2:3][CH2:4][C@H:5]([NH:9][C:10]([C:12]1[C:13](=[O:29])[N:14]([CH2:18][C:19]2[CH:24]=[CH:23][CH:22]=[CH:21][C:20]=2[C:25]([F:26])([F:27])[F:28])[CH:15]=[CH:16][CH:17]=1)=[O:11])[C:6]([OH:8])=[O:7])(=[NH:46])[CH3:42].[C:30]([OH:36])([C:32]([F:35])([F:34])[F:33])=[O:31]. (9) Given the reactants [NH2:1][C@H:2]1[CH2:6][CH2:5][N:4]([CH:7]([C:27]2[CH:32]=[CH:31][C:30]([F:33])=[CH:29][CH:28]=2)[C:8]([N:10]([CH2:12][C:13]2[C:22]3[C:17](=[CH:18][CH:19]=[CH:20][CH:21]=3)[CH:16]=[C:15]([C:23]#[N:24])[C:14]=2[O:25][CH3:26])[CH3:11])=[O:9])[CH2:3]1.C(=O)([O-])[O-].[K+].[K+].C1(C)C=CC(S(O[CH2:50][CH2:51][O:52][CH2:53][CH2:54]OS(C2C=CC(C)=CC=2)(=O)=O)(=O)=O)=CC=1, predict the reaction product. The product is: [C:23]([C:15]1[C:14]([O:25][CH3:26])=[C:13]([CH2:12][N:10]([CH3:11])[C:8](=[O:9])[CH:7]([C:27]2[CH:32]=[CH:31][C:30]([F:33])=[CH:29][CH:28]=2)[N:4]2[CH2:5][CH2:6][C@H:2]([N:1]3[CH2:54][CH2:53][O:52][CH2:51][CH2:50]3)[CH2:3]2)[C:22]2[C:17]([CH:16]=1)=[CH:18][CH:19]=[CH:20][CH:21]=2)#[N:24]. (10) Given the reactants [C@@H:1]1([C:7]([OH:9])=[O:8])[CH2:6][CH2:5][CH:4]=[CH:3][CH2:2]1.C(Cl)(Cl)Cl.C[Si]([Br:18])(C)C.C1C=C(NS(C2C=CC(N/N=C3/C=CC(C(C(O)=O)=C/3)=O)=CC=2)(=O)=O)N=CC=1, predict the reaction product. The product is: [Br:18][C@@H:4]1[C@H:5]2[CH2:6][C@H:1]([C:7](=[O:9])[O:8]2)[CH2:2][CH2:3]1.